This data is from Full USPTO retrosynthesis dataset with 1.9M reactions from patents (1976-2016). The task is: Predict the reactants needed to synthesize the given product. (1) Given the product [C:9]([O:13][C:14]([N:15]1[C:6]([NH2:7])=[CH:5][C:4]([CH:1]2[CH2:3][CH2:2][CH2:18]2)=[N:16]1)=[O:17])([CH3:12])([CH3:11])[CH3:10], predict the reactants needed to synthesize it. The reactants are: [CH:1]1([C:4](=O)[CH2:5][C:6]#[N:7])[CH2:3][CH2:2]1.[C:9]([O:13][C:14](=[O:17])[NH:15][NH2:16])([CH3:12])([CH3:11])[CH3:10].[CH2:18](N(CC)CC)C. (2) Given the product [Cl:1][C:2]1[CH:17]=[CH:16][C:5]2[O:6][C:7]3[CH:15]=[CH:14][CH:13]=[CH:12][C:8]=3[C:9]([CH:18]3[CH2:22][CH2:28][N:29]([CH3:30])[CH2:20][CH2:19]3)=[N:10][C:4]=2[CH:3]=1, predict the reactants needed to synthesize it. The reactants are: [Cl:1][C:2]1[CH:17]=[CH:16][C:5]2[O:6][C:7]3[CH:15]=[CH:14][CH:13]=[CH:12][C:8]=3[C:9](Cl)=[N:10][C:4]=2[CH:3]=1.[CH2:18]1[CH2:22]O[CH2:20][CH2:19]1.[Cl-].[Mg+2].CC1C[CH2:30][NH:29][CH2:28]C1.[Cl-]. (3) Given the product [N:1]1[CH:6]=[CH:5][CH:4]=[CH:3][C:2]=1[C:7]([C:9]1[NH:17][C:12]2=[CH:13][N:14]=[CH:15][CH:16]=[C:11]2[CH:10]=1)=[O:8], predict the reactants needed to synthesize it. The reactants are: [N:1]1[CH:6]=[CH:5][CH:4]=[CH:3][C:2]=1[CH:7]([C:9]1[NH:17][C:12]2=[CH:13][N:14]=[CH:15][CH:16]=[C:11]2[CH:10]=1)[OH:8].